This data is from Reaction yield outcomes from USPTO patents with 853,638 reactions. The task is: Predict the reaction yield, written as a fraction of the theoretical maximum amount of product (1.0 means a 100% yield; for example, 0.34 means a 34% yield). The reactants are N(OC(C)(C)C)=O.[CH3:8][CH:9]1[CH2:23][C:22]2[C:11](=[CH:12][C:13]3[N+:18]([O-:19])=[N:17][C:16](N)=[N:15][C:14]=3[CH:21]=2)[CH2:10]1.[I:24]CI. The catalyst is C1COCC1.[Cu]I. The product is [I:24][C:16]1[N:17]=[N+:18]([O-:19])[C:13]2[CH:12]=[C:11]3[C:22]([CH2:23][CH:9]([CH3:8])[CH2:10]3)=[CH:21][C:14]=2[N:15]=1. The yield is 0.670.